From a dataset of Forward reaction prediction with 1.9M reactions from USPTO patents (1976-2016). Predict the product of the given reaction. Given the reactants [Br:1][C:2]1[C:6]([F:7])=[CH:5][NH:4][N:3]=1.[O-]P([O-])([O-])=O.[K+].[K+].[K+].C[NH:17][C@@H:18]1C[CH2:22][CH2:21][CH2:20][C@H:19]1[NH:24][CH3:25].BrC1C=CN=C(C#N)C=1, predict the reaction product. The product is: [Br:1][C:2]1[C:6]([F:7])=[CH:5][N:4]([C:21]2[CH:22]=[CH:25][N:24]=[C:19]([C:18]#[N:17])[CH:20]=2)[N:3]=1.